Dataset: Reaction yield outcomes from USPTO patents with 853,638 reactions. Task: Predict the reaction yield, written as a fraction of the theoretical maximum amount of product (1.0 means a 100% yield; for example, 0.34 means a 34% yield). (1) The reactants are Cl[C:2]1[C:3]([C:10]([OH:12])=[O:11])=[CH:4][N:5]([CH3:9])[C:6](=[O:8])[CH:7]=1.[F:13][C:14]1[CH:20]=[C:19]([I:21])[CH:18]=[CH:17][C:15]=1[NH2:16].C[Si]([N-][Si](C)(C)C)(C)C.[Li+].C(OCC)(=O)C. The yield is 0.410. The product is [F:13][C:14]1[CH:20]=[C:19]([I:21])[CH:18]=[CH:17][C:15]=1[NH:16][C:2]1[C:3]([C:10]([OH:12])=[O:11])=[CH:4][N:5]([CH3:9])[C:6](=[O:8])[CH:7]=1. The catalyst is Cl.O. (2) The reactants are C([O:4][CH2:5][CH2:6][N:7]1[C:16]2[C:11](=[CH:12][C:13]([CH2:17][C:18]3[CH:23]=[CH:22][CH:21]=[C:20]([Cl:24])[C:19]=3[Cl:25])=[CH:14][CH:15]=2)[C:10](=[O:26])[C:9]([C:27]([O:29]CC)=[O:28])=[CH:8]1)(=O)C.[OH-].[Na+]. The catalyst is C(O)C. The product is [Cl:25][C:19]1[C:20]([Cl:24])=[CH:21][CH:22]=[CH:23][C:18]=1[CH2:17][C:13]1[CH:12]=[C:11]2[C:16](=[CH:15][CH:14]=1)[N:7]([CH2:6][CH2:5][OH:4])[CH:8]=[C:9]([C:27]([OH:29])=[O:28])[C:10]2=[O:26]. The yield is 0.850. (3) The reactants are Br[C:2]1[CH:7]=[CH:6][C:5]([O:8][CH2:9][CH2:10][C@@H:11]([CH3:18])[CH2:12][CH2:13][CH:14]=[C:15]([CH3:17])[CH3:16])=[CH:4][CH:3]=1.[B:19](OC)([O:22]C)[O:20]C.Cl. The catalyst is O1CCCC1. The product is [CH3:18][C@@H:11]([CH2:12][CH2:13][CH:14]=[C:15]([CH3:17])[CH3:16])[CH2:10][CH2:9][O:8][C:5]1[CH:6]=[CH:7][C:2]([B:19]([OH:22])[OH:20])=[CH:3][CH:4]=1. The yield is 0.650.